From a dataset of Full USPTO retrosynthesis dataset with 1.9M reactions from patents (1976-2016). Predict the reactants needed to synthesize the given product. Given the product [Cl:32][C:26]1[CH:27]=[CH:28][C:29]([F:31])=[CH:30][C:25]=1[CH2:24][C:23]1[C:2]([I:3])=[N:14][N:15]2[CH:20]=[CH:19][N:18]([CH3:21])[C:17](=[O:22])[C:16]=12, predict the reactants needed to synthesize it. The reactants are: I[CH2:2][I:3].N(OCCC(C)C)=O.NC1[C:23]([CH2:24][C:25]2[CH:30]=[C:29]([F:31])[CH:28]=[CH:27][C:26]=2[Cl:32])=[C:16]2[C:17](=[O:22])[N:18]([CH3:21])[CH:19]=[CH:20][N:15]2[N:14]=1.